Dataset: Forward reaction prediction with 1.9M reactions from USPTO patents (1976-2016). Task: Predict the product of the given reaction. (1) Given the reactants Br[C:2]1[C:11]2[C:6](=[CH:7][CH:8]=[CH:9][CH:10]=2)[CH:5]=[N:4][CH:3]=1.[C:12]([O:16][C:17]([CH3:20])([CH3:19])[CH3:18])(=[O:15])[CH:13]=[CH2:14].C1(C)C=CC=CC=1P(C1C=CC=CC=1C)C1C=CC=CC=1C.C(N(CC)CC)C.[K+].[Br-], predict the reaction product. The product is: [C:17]([O:16][C:12](=[O:15])[CH:13]=[CH:14][C:2]1[C:11]2[C:6](=[CH:7][CH:8]=[CH:9][CH:10]=2)[CH:5]=[N:4][CH:3]=1)([CH3:20])([CH3:19])[CH3:18]. (2) Given the reactants [Cl:1][C:2]1[CH:16]=[CH:15][CH:14]=[CH:13][C:3]=1[CH2:4][NH:5][CH2:6][C:7]1([CH3:12])[CH2:11][CH2:10][CH2:9][NH:8]1.Cl[C:18](Cl)([O:20]C(=O)OC(Cl)(Cl)Cl)Cl.C(N(CC)CC)C, predict the reaction product. The product is: [Cl:1][C:2]1[CH:16]=[CH:15][CH:14]=[CH:13][C:3]=1[CH2:4][N:5]1[CH2:6][C:7]2([CH3:12])[CH2:11][CH2:10][CH2:9][N:8]2[C:18]1=[O:20]. (3) The product is: [CH:1]1([C@@:4]2([CH3:42])[CH2:8][O:7][C:6](=[O:9])[N:5]2[C:10]2[CH:15]=[CH:14][N:13]=[C:12]([NH:16][C@H:17]([C:19]3[CH:40]=[CH:39][C:22]([CH2:23][N:24]4[CH2:29][CH2:28][CH:27]([NH:30][CH3:31])[CH2:26][CH2:25]4)=[C:21]([F:41])[CH:20]=3)[CH3:18])[N:11]=2)[CH2:3][CH2:2]1. Given the reactants [CH:1]1([C@@:4]2([CH3:42])[CH2:8][O:7][C:6](=[O:9])[N:5]2[C:10]2[CH:15]=[CH:14][N:13]=[C:12]([NH:16][C@H:17]([C:19]3[CH:40]=[CH:39][C:22]([CH2:23][N:24]4[CH2:29][CH2:28][CH:27]([N:30](C)[C:31](=O)OC(C)(C)C)[CH2:26][CH2:25]4)=[C:21]([F:41])[CH:20]=3)[CH3:18])[N:11]=2)[CH2:3][CH2:2]1.C(O)(C(F)(F)F)=O.CC[NH+](CC)CC.CC[NH+](CC)CC.C([O-])([O-])=O, predict the reaction product. (4) Given the reactants [CH3:1][O:2][C:3]1[CH:8]=[CH:7][C:6]([CH:9]([C:11]2[CH:16]=[CH:15][C:14]([O:17][CH3:18])=[CH:13][CH:12]=2)[NH2:10])=[CH:5][CH:4]=1.[OH:19][CH2:20][C@H:21]1[CH2:26][CH2:25][C@H:24]([C:27](O)=[O:28])[CH2:23][CH2:22]1.C(N(CC)CC)C.F[P-](F)(F)(F)(F)F.N1(O[P+](N(C)C)(N(C)C)N(C)C)C2C=CC=CC=2N=N1, predict the reaction product. The product is: [CH3:18][O:17][C:14]1[CH:15]=[CH:16][C:11]([CH:9]([C:6]2[CH:5]=[CH:4][C:3]([O:2][CH3:1])=[CH:8][CH:7]=2)[NH:10][C:20]([C@H:21]2[CH2:26][CH2:25][C@H:24]([CH2:27][OH:28])[CH2:23][CH2:22]2)=[O:19])=[CH:12][CH:13]=1. (5) Given the reactants [Cl:1][C:2]1[CH:31]=[C:30]([Cl:32])[CH:29]=[CH:28][C:3]=1[O:4][C:5]1[CH:10]=[CH:9][CH:8]=[CH:7][C:6]=1[NH:11][S:12]([C:15]1[CH:27]=[CH:26][C:18]([C:19]([NH:21][CH2:22][C:23](O)=[O:24])=[O:20])=[CH:17][CH:16]=1)(=[O:14])=[O:13].C(OC(=O)[NH:39][CH:40]1[CH2:45][CH2:44][NH:43][CH2:42][CH2:41]1)(C)(C)C, predict the reaction product. The product is: [ClH:1].[NH2:39][CH:40]1[CH2:45][CH2:44][N:43]([C:23](=[O:24])[CH2:22][NH:21][C:19](=[O:20])[C:18]2[CH:26]=[CH:27][C:15]([S:12](=[O:13])(=[O:14])[NH:11][C:6]3[CH:7]=[CH:8][CH:9]=[CH:10][C:5]=3[O:4][C:3]3[CH:28]=[CH:29][C:30]([Cl:32])=[CH:31][C:2]=3[Cl:1])=[CH:16][CH:17]=2)[CH2:42][CH2:41]1. (6) Given the reactants [C:1]([O:5][C:6](=[O:33])[N:7]([CH:9]1[CH2:14][CH2:13][CH:12]([NH:15][CH2:16][C:17]2[CH:22]=[C:21]([C:23]3[CH:24]=[N:25][C:26]([CH3:29])=[CH:27][CH:28]=3)[CH:20]=[CH:19][C:18]=2[O:30][CH2:31][CH3:32])[CH2:11][CH2:10]1)[CH3:8])([CH3:4])([CH3:3])[CH3:2].[Cl:34][C:35]1[C:36]2[CH:46]=[CH:45][CH:44]=[CH:43][C:37]=2[S:38][C:39]=1[C:40](Cl)=[O:41], predict the reaction product. The product is: [Cl:34][C:35]1[C:36]2[CH:46]=[CH:45][CH:44]=[CH:43][C:37]=2[S:38][C:39]=1[C:40]([N:15]([CH2:16][C:17]1[CH:22]=[C:21]([C:23]2[CH:24]=[N:25][C:26]([CH3:29])=[CH:27][CH:28]=2)[CH:20]=[CH:19][C:18]=1[O:30][CH2:31][CH3:32])[CH:12]1[CH2:11][CH2:10][CH:9]([N:7]([CH3:8])[C:6](=[O:33])[O:5][C:1]([CH3:3])([CH3:4])[CH3:2])[CH2:14][CH2:13]1)=[O:41]. (7) The product is: [CH2:13]([O:12][C:10]([NH:9][C:3]([CH3:8])([CH2:2][NH:1][S:28]([C:22]1[CH:23]=[CH:24][C:25]([Cl:27])=[CH:26][C:21]=1[Cl:20])(=[O:30])=[O:29])[C:4]([O:6][CH3:7])=[O:5])=[O:11])[C:14]1[CH:15]=[CH:16][CH:17]=[CH:18][CH:19]=1. Given the reactants [NH2:1][CH2:2][C:3]([NH:9][C:10]([O:12][CH2:13][C:14]1[CH:19]=[CH:18][CH:17]=[CH:16][CH:15]=1)=[O:11])([CH3:8])[C:4]([O:6][CH3:7])=[O:5].[Cl:20][C:21]1[CH:26]=[C:25]([Cl:27])[CH:24]=[CH:23][C:22]=1[S:28](Cl)(=[O:30])=[O:29].CCN(C(C)C)C(C)C, predict the reaction product. (8) Given the reactants [NH2:1][C:2]1[CH:32]=[CH:31][C:5]2[N:6]=[C:7]([C:9]([NH:11][C@@H:12]([C:25]3[CH:30]=[CH:29][CH:28]=[CH:27][CH:26]=3)[C:13]([N:15]([CH2:17][C:18]3[CH:23]=[CH:22][C:21]([F:24])=[CH:20][CH:19]=3)[CH3:16])=[O:14])=[O:10])[S:8][C:4]=2[CH:3]=1.[S:33]1[CH:37]=[CH:36][N:35]2[CH:38]=[C:39]([C:41]3[CH:49]=[CH:48][CH:47]=[CH:46][C:42]=3[C:43](O)=[O:44])[N:40]=[C:34]12.CN(C(ON1N=NC2C=CC=NC1=2)=[N+](C)C)C.F[P-](F)(F)(F)(F)F.CCN(C(C)C)C(C)C, predict the reaction product. The product is: [F:24][C:21]1[CH:22]=[CH:23][C:18]([CH2:17][N:15]([CH3:16])[C:13](=[O:14])[C@@H:12]([NH:11][C:9]([C:7]2[S:8][C:4]3[CH:3]=[C:2]([NH:1][C:43](=[O:44])[C:42]4[CH:46]=[CH:47][CH:48]=[CH:49][C:41]=4[C:39]4[N:40]=[C:34]5[N:35]([CH:38]=4)[CH:36]=[CH:37][S:33]5)[CH:32]=[CH:31][C:5]=3[N:6]=2)=[O:10])[C:25]2[CH:30]=[CH:29][CH:28]=[CH:27][CH:26]=2)=[CH:19][CH:20]=1. (9) Given the reactants Cl[C:2]1[N:7]2[N:8]=[CH:9][C:10]([C:11]([O:13][CH2:14][CH3:15])=[O:12])=[C:6]2[N:5]=[CH:4][C:3]=1[C:16]([N:18]1[CH2:23][CH2:22][CH:21]([C:24]2[CH:29]=[CH:28][CH:27]=[CH:26][CH:25]=2)[CH2:20][CH2:19]1)=[O:17].[NH2:30][C:31]1[C:35]([CH3:36])=[CH:34][S:33][CH:32]=1, predict the reaction product. The product is: [CH2:14]([O:13][C:11]([C:10]1[CH:9]=[N:8][N:7]2[C:2]([NH:30][C:31]3[C:35]([CH3:36])=[CH:34][S:33][CH:32]=3)=[C:3]([C:16]([N:18]3[CH2:23][CH2:22][CH:21]([C:24]4[CH:29]=[CH:28][CH:27]=[CH:26][CH:25]=4)[CH2:20][CH2:19]3)=[O:17])[CH:4]=[N:5][C:6]=12)=[O:12])[CH3:15].